Task: Predict the reactants needed to synthesize the given product.. Dataset: Full USPTO retrosynthesis dataset with 1.9M reactions from patents (1976-2016) (1) Given the product [C:1]1(=[O:8])[NH:7][CH2:6][CH2:5][CH2:4][CH2:3][CH2:2]1.[NH2:7][CH2:6][CH2:5][CH2:4][CH2:3][CH2:2][C:1]([OH:8])=[O:16], predict the reactants needed to synthesize it. The reactants are: [C:1]1(=[O:8])[NH:7][CH2:6][CH2:5][CH2:4][CH2:3][CH2:2]1.C1(=N[OH:16])CCCCC1.Cl. (2) Given the product [Br:1][C:2]1[C:10]2[C:5](=[N:6][CH:7]=[CH:8][CH:9]=2)[N:4]([CH3:14])[CH:3]=1, predict the reactants needed to synthesize it. The reactants are: [Br:1][C:2]1[C:10]2[C:5](=[N:6][CH:7]=[CH:8][CH:9]=2)[NH:4][CH:3]=1.[H-].[Na+].I[CH3:14]. (3) Given the product [Cl:1][C:2]1[C:3]2[N:9]([CH2:10][CH2:11][OH:12])[CH:16]=[N:8][C:4]=2[CH:5]=[CH:6][CH:7]=1, predict the reactants needed to synthesize it. The reactants are: [Cl:1][C:2]1[CH:7]=[CH:6][CH:5]=[C:4]([NH2:8])[C:3]=1[NH:9][CH2:10][CH2:11][OH:12].Cl.[OH-].[Na+].[CH:16](O)=O. (4) Given the product [CH3:54][C:55]([CH3:59])([CH3:58])[CH2:56][NH:57][C:18]([C:15]1[CH:16]=[C:17]2[C:12](=[CH:13][CH:14]=1)[CH:11]=[N:10][CH:9]=[C:8]2[C:5]1[CH:4]=[CH:3][C:2]([Cl:1])=[CH:7][CH:6]=1)=[O:19], predict the reactants needed to synthesize it. The reactants are: [Cl:1][C:2]1[CH:7]=[CH:6][C:5]([C:8]2[C:17]3[C:12](=[CH:13][CH:14]=[C:15]([C:18](O)=[O:19])[CH:16]=3)[CH:11]=[N:10][CH:9]=2)=[CH:4][CH:3]=1.C(N(CC)C(C)C)(C)C.F[P-](F)(F)(F)(F)F.N1(OC(N(C)C)=[N+](C)C)C2N=CC=CC=2N=N1.[CH3:54][C:55]([CH3:59])([CH3:58])[CH2:56][NH2:57].